Dataset: Forward reaction prediction with 1.9M reactions from USPTO patents (1976-2016). Task: Predict the product of the given reaction. (1) Given the reactants C([O:3][P:4]([CH2:9][CH2:10][CH2:11][CH2:12][CH2:13][CH2:14][CH2:15][CH2:16][CH2:17][CH2:18][CH2:19][C:20]([F:32])([F:31])[C:21]([F:30])([F:29])[C:22]([F:28])([F:27])[C:23]([F:26])([F:25])[F:24])([O:6]CC)=[O:5])C.Br[Si](C)(C)C, predict the reaction product. The product is: [P:4]([CH2:9][CH2:10][CH2:11][CH2:12][CH2:13][CH2:14][CH2:15][CH2:16][CH2:17][CH2:18][CH2:19][C:20]([F:31])([F:32])[C:21]([F:29])([F:30])[C:22]([F:27])([F:28])[C:23]([F:24])([F:25])[F:26])([OH:6])([OH:5])=[O:3]. (2) Given the reactants [C:1]([O:4][CH2:5][CH2:6][CH2:7][C:8]1[CH:13]=[C:12]([Br:14])[CH:11]=[CH:10][C:9]=1[S:15](=[O:22])(=[O:21])[NH:16][C:17]([CH3:20])([CH3:19])[CH3:18])(=[O:3])[CH3:2].C1C(=O)N([Br:30])C(=O)C1.CC(N=NC(C#N)(C)C)(C#N)C, predict the reaction product. The product is: [C:1]([O:4][CH2:5][CH2:6][CH:7]([Br:30])[C:8]1[CH:13]=[C:12]([Br:14])[CH:11]=[CH:10][C:9]=1[S:15](=[O:21])(=[O:22])[NH:16][C:17]([CH3:18])([CH3:20])[CH3:19])(=[O:3])[CH3:2]. (3) Given the reactants Br[C:2]1[C:3]([F:23])=[C:4]([N:8]([CH2:20][O:21][CH3:22])[S:9]([C:12]2[CH:17]=[C:16]([F:18])[CH:15]=[CH:14][C:13]=2[F:19])(=[O:11])=[O:10])[CH:5]=[CH:6][CH:7]=1.C1C=CC(P(C2C=CC=CC=2)CCCP(C2C=CC=CC=2)C2C=CC=CC=2)=CC=1.[CH2:53]([O:57][CH:58]=[CH2:59])[CH2:54][CH2:55][CH3:56], predict the reaction product. The product is: [CH2:53]([O:57][C:58]([C:2]1[C:3]([F:23])=[C:4]([N:8]([CH2:20][O:21][CH3:22])[S:9]([C:12]2[CH:17]=[C:16]([F:18])[CH:15]=[CH:14][C:13]=2[F:19])(=[O:11])=[O:10])[CH:5]=[CH:6][CH:7]=1)=[CH2:59])[CH2:54][CH2:55][CH3:56]. (4) Given the reactants [F:1][C:2]1[CH:7]=[CH:6][C:5]([N:8]2[CH2:17][C:16]3[C:11](=[N:12][C:13]([S:18][CH3:19])=[N:14][CH:15]=3)[N:10]([CH3:20])[C:9]2=[O:21])=[CH:4][C:3]=1[N+:22]([O-])=O, predict the reaction product. The product is: [NH2:22][C:3]1[CH:4]=[C:5]([N:8]2[CH2:17][C:16]3[C:11](=[N:12][C:13]([S:18][CH3:19])=[N:14][CH:15]=3)[N:10]([CH3:20])[C:9]2=[O:21])[CH:6]=[CH:7][C:2]=1[F:1]. (5) Given the reactants C([O:8][C:9]1[C:14]([CH:15]=NC2C=CC=CC=2OC)=[CH:13][CH:12]=[CH:11][C:10]=1[C:25]1[CH:30]=[CH:29][CH:28]=[CH:27][CH:26]=1)C1C=CC=CC=1.C[Mg+].[Br-].[CH3:34]COCC.[CH2:39]1[CH2:43]OC[CH2:40]1, predict the reaction product. The product is: [C:10]1([CH:9]([C:14]2[CH:13]=[CH:12][CH:11]=[CH:34][CH:15]=2)[OH:8])[C:25]2[C:26](=[CH:27][CH:28]=[CH:29][CH:30]=2)[CH:43]=[CH:39][CH:40]=1. (6) Given the reactants [C:1]([C:4]1[CH:5]=[N:6][C:7]([Cl:10])=[CH:8][CH:9]=1)(=[O:3])[CH3:2].CO[CH:13](OC)[N:14]([CH3:16])[CH3:15], predict the reaction product. The product is: [CH3:13][N:14]([CH3:16])[CH:15]=[CH:2][C:1]([C:4]1[CH:5]=[N:6][C:7]([Cl:10])=[CH:8][CH:9]=1)=[O:3].